Dataset: Forward reaction prediction with 1.9M reactions from USPTO patents (1976-2016). Task: Predict the product of the given reaction. (1) Given the reactants [Cl:1][C:2]1[CH:3]=[C:4]([CH2:17][N:18]2[C:22]([CH3:23])=[CH:21][C:20]([C:24]([NH:26][C:27]3[N:32]=[CH:31][C:30]([C:33]([O:35]C)=[O:34])=[CH:29][CH:28]=3)=[O:25])=[N:19]2)[C:5]2[O:9][C:8]([C:10]3[CH:15]=[CH:14][CH:13]=[CH:12][CH:11]=3)=[CH:7][C:6]=2[CH:16]=1.[OH-].[Na+], predict the reaction product. The product is: [Cl:1][C:2]1[CH:3]=[C:4]([CH2:17][N:18]2[C:22]([CH3:23])=[CH:21][C:20]([C:24]([NH:26][C:27]3[N:32]=[CH:31][C:30]([C:33]([OH:35])=[O:34])=[CH:29][CH:28]=3)=[O:25])=[N:19]2)[C:5]2[O:9][C:8]([C:10]3[CH:11]=[CH:12][CH:13]=[CH:14][CH:15]=3)=[CH:7][C:6]=2[CH:16]=1. (2) The product is: [Br:5][C:6]1[CH:13]=[C:12]([F:14])[CH:11]=[CH:10][C:7]=1[CH:8]([OH:9])[CH2:1][CH3:2]. Given the reactants [CH2:1]([Mg]Br)[CH3:2].[Br:5][C:6]1[CH:13]=[C:12]([F:14])[CH:11]=[CH:10][C:7]=1[CH:8]=[O:9].O.Cl, predict the reaction product.